Dataset: Reaction yield outcomes from USPTO patents with 853,638 reactions. Task: Predict the reaction yield, written as a fraction of the theoretical maximum amount of product (1.0 means a 100% yield; for example, 0.34 means a 34% yield). (1) The reactants are Cl[C:2]1[N:7]=[C:6]([C:8]2[CH:17]=[CH:16][C:11]([C:12]([O:14]C)=[O:13])=[CH:10][C:9]=2[C:18]([N:20]2[CH2:29][CH2:28][C:27]3[C:22](=[CH:23][CH:24]=[CH:25][CH:26]=3)[CH2:21]2)=[O:19])[CH:5]=[CH:4][N:3]=1.[CH2:30]([NH:34][CH2:35][CH2:36][CH2:37][CH3:38])[CH2:31][CH2:32][CH3:33].C(=O)([O-])[O-].[K+].[K+]. The catalyst is CN(C=O)C. The product is [CH2:30]([N:34]([CH2:35][CH2:36][CH2:37][CH3:38])[C:2]1[N:7]=[C:6]([C:8]2[CH:17]=[CH:16][C:11]([C:12]([OH:14])=[O:13])=[CH:10][C:9]=2[C:18]([N:20]2[CH2:29][CH2:28][C:27]3[C:22](=[CH:23][CH:24]=[CH:25][CH:26]=3)[CH2:21]2)=[O:19])[CH:5]=[CH:4][N:3]=1)[CH2:31][CH2:32][CH3:33]. The yield is 0.950. (2) The reactants are [C:1]([C:5]([C:7]1[S:11][C:10]([NH2:12])=[N:9][C:8]=1[C:13]1[O:14][CH:15]=[CH:16][CH:17]=1)=[O:6])([CH3:4])([CH3:3])[CH3:2].[C:18](O)(=[O:25])[C:19]1[CH:24]=[CH:23][N:22]=[CH:21][CH:20]=1.CCN=C=NCCCN(C)C.Cl.O.ON1C2C=CC=CC=2N=N1. The yield is 0.790. The catalyst is CN(C=O)C. The product is [O:14]1[CH:15]=[CH:16][CH:17]=[C:13]1[C:8]1[N:9]=[C:10]([NH:12][C:18]([C:19]2[CH:24]=[CH:23][N:22]=[CH:21][CH:20]=2)=[O:25])[S:11][C:7]=1[C:5](=[O:6])[C:1]([CH3:4])([CH3:2])[CH3:3]. (3) The reactants are [F:1][C:2]1[CH:7]=[CH:6][CH:5]=[C:4]([F:8])[C:3]=1[C:9]1[N:14]=[C:13]([C:15]([NH:17][C:18]2[CH:19]=[N:20][CH:21]=[CH:22][C:23]=2[C@H:24]2[CH2:29][C@@H:28]([NH:30]C(=O)OC(C)(C)C)[C@@H:27]([S@@:38]([CH3:40])=[O:39])[C@@H:26]([CH3:41])[CH2:25]2)=[O:16])[CH:12]=[CH:11][C:10]=1[F:42].C(O)(C(F)(F)F)=O. The catalyst is C(Cl)Cl. The product is [NH2:30][C@H:28]1[C@@H:27]([S@@:38]([CH3:40])=[O:39])[C@@H:26]([CH3:41])[CH2:25][C@@H:24]([C:23]2[CH:22]=[CH:21][N:20]=[CH:19][C:18]=2[NH:17][C:15](=[O:16])[C:13]2[CH:12]=[CH:11][C:10]([F:42])=[C:9]([C:3]3[C:2]([F:1])=[CH:7][CH:6]=[CH:5][C:4]=3[F:8])[N:14]=2)[CH2:29]1. The yield is 0.540. (4) The reactants are [CH2:1]([O:3][C:4]([C:6]1[C:11]([NH:12][C:13]2[CH:18]=[CH:17][C:16]([CH3:19])=[CH:15][C:14]=2[F:20])=[C:10]([CH3:21])[C:9](=[O:22])[N:8]([CH3:23])[C:7]=1[CH3:24])=[O:5])[CH3:2].[Br:25]N1C(=O)CCC1=O. The catalyst is CN(C=O)C.CCOC(C)=O. The product is [CH2:1]([O:3][C:4]([C:6]1[C:11]([NH:12][C:13]2[CH:18]=[CH:17][C:16]([CH3:19])=[CH:15][C:14]=2[F:20])=[C:10]([CH3:21])[C:9](=[O:22])[N:8]([CH3:23])[C:7]=1[CH2:24][Br:25])=[O:5])[CH3:2]. The yield is 0.660. (5) The reactants are [CH3:1][CH:2]([CH3:5])[CH2:3][OH:4].F[C:7]1[CH:14]=[CH:13][C:10]([CH:11]=[O:12])=[CH:9][C:8]=1[N+:15]([O-:17])=[O:16].[CH:18]([C:20]1[CH:21]=[CH:22][C:23]([O:27][CH2:28][CH:29]([CH3:31])[CH3:30])=[C:24]([CH:26]=1)[NH2:25])=[O:19].[NH2:32][C:33]1[S:34][CH:35]=[CH:36][N:37]=1. No catalyst specified. The product is [CH3:1][CH:2]([CH3:5])[CH2:3][O:4][C:7]1[CH:14]=[CH:13][C:10]([CH:11]=[O:12])=[CH:9][C:8]=1[N+:15]([O-:17])=[O:16].[CH:18]([C:20]1[CH:21]=[CH:22][C:23]([O:27][CH2:28][CH:29]([CH3:31])[CH3:30])=[C:24]([NH:25][C:3]([NH:32][C:33]2[S:34][CH:35]=[CH:36][N:37]=2)=[O:4])[CH:26]=1)=[O:19]. The yield is 0.750. (6) The reactants are [CH3:1][O:2][CH:3]([O:6][CH3:7])[CH2:4][NH2:5].[OH-].[Na+].Cl[C:11]([O:13][CH2:14][C:15]1[CH:20]=[CH:19][CH:18]=[CH:17][CH:16]=1)=[O:12]. The catalyst is C1(C)C=CC=CC=1. The product is [CH3:1][O:2][CH:3]([O:6][CH3:7])[CH2:4][NH:5][C:11](=[O:12])[O:13][CH2:14][C:15]1[CH:20]=[CH:19][CH:18]=[CH:17][CH:16]=1. The yield is 0.980. (7) The reactants are Br[C:2]1[CH:3]=[CH:4][C:5]2[O:11][CH2:10][CH2:9][N:8]3[C:12]([CH2:18][N:19]4[CH2:23][CH2:22][C@@H:21]([OH:24])[CH2:20]4)=[C:13]([C:15]([NH2:17])=[O:16])[N:14]=[C:7]3[C:6]=2[CH:25]=1.BrC1C=CC2OCCN3C(CN4CCCC4)=C(C(N)=O)N=C3C=2C=1.O[C@@H]1CCNC1.[CH3:56][C:57]([OH:61])([C:59]#[CH:60])[CH3:58]. No catalyst specified. The product is [OH:61][C:57]([CH3:58])([CH3:56])[C:59]#[C:60][C:2]1[CH:3]=[CH:4][C:5]2[O:11][CH2:10][CH2:9][N:8]3[C:12]([CH2:18][N:19]4[CH2:23][CH2:22][C@@H:21]([OH:24])[CH2:20]4)=[C:13]([C:15]([NH2:17])=[O:16])[N:14]=[C:7]3[C:6]=2[CH:25]=1. The yield is 0.140. (8) The reactants are [Cl:1][C:2]1[CH:7]=[CH:6][CH:5]=[CH:4][C:3]=1[C:8]1[C:9]([Cl:26])=[CH:10][C:11]([O:24][CH3:25])=[C:12]([NH:14][CH2:15][C:16]([N:18]2[CH2:23][CH2:22][NH:21][CH2:20][CH2:19]2)=[O:17])[CH:13]=1.CCN(CC)CC.[C:34](Cl)(=[O:37])[CH:35]=[CH2:36]. The catalyst is C(Cl)Cl. The product is [Cl:26][C:9]1[C:8]([C:3]2[CH:4]=[CH:5][CH:6]=[CH:7][C:2]=2[Cl:1])=[CH:13][C:12]([NH:14][CH2:15][C:16]([N:18]2[CH2:23][CH2:22][N:21]([C:34](=[O:37])[CH:35]=[CH2:36])[CH2:20][CH2:19]2)=[O:17])=[C:11]([O:24][CH3:25])[CH:10]=1. The yield is 0.587. (9) The reactants are [CH2:1]([N:8]([CH2:18][C:19]1[CH:24]=[CH:23][CH:22]=[CH:21][CH:20]=1)[C:9]1([CH2:12][CH2:13]S([O-])(=O)=O)[CH2:11][CH2:10]1)[C:2]1[CH:7]=[CH:6][CH:5]=[CH:4][CH:3]=1.C1OCCOCCOCCOCCOCCOC1.[C-]#[N:44].[Na+]. The catalyst is CN(C=O)C. The product is [CH2:1]([N:8]([CH2:18][C:19]1[CH:24]=[CH:23][CH:22]=[CH:21][CH:20]=1)[C:9]1([CH2:12][C:13]#[N:44])[CH2:11][CH2:10]1)[C:2]1[CH:7]=[CH:6][CH:5]=[CH:4][CH:3]=1. The yield is 0.340. (10) The reactants are [NH2:1][C:2]1[C:7]([C:8]([C:10]2[CH:11]=[N:12][C:13](F)=[CH:14][CH:15]=2)=[O:9])=[CH:6][C:5](Br)=[CH:4][N:3]=1.[Cl-].[NH4+].C([N:22](CC)CC)C.[CH3:27][O:28][C:29]1[CH:30]=[C:31](B(O)O)[CH:32]=[CH:33][C:34]=1[O:35][CH3:36].C(=O)([O-])[O-].[Na+].[Na+]. The catalyst is C(O)C.O.Cl[Pd-2](Cl)(P(C1C=CC=CC=1)(C1C=CC=CC=1)C1C=CC=CC=1)P(C1C=CC=CC=1)(C1C=CC=CC=1)C1C=CC=CC=1.C(#N)C. The product is [NH2:1][C:2]1[C:7]([C:8]([C:10]2[CH:11]=[N:12][C:13]([NH2:22])=[CH:14][CH:15]=2)=[O:9])=[CH:6][C:5]([C:32]2[CH:31]=[CH:30][C:29]([O:28][CH3:27])=[C:34]([O:35][CH3:36])[CH:33]=2)=[CH:4][N:3]=1. The yield is 0.310.